This data is from Forward reaction prediction with 1.9M reactions from USPTO patents (1976-2016). The task is: Predict the product of the given reaction. (1) Given the reactants [F:1][CH2:2][CH:3]([OH:13])[CH:4]([N+:10]([O-])=O)[CH2:5][CH2:6][C:7]([NH2:9])=[O:8], predict the reaction product. The product is: [NH2:10][CH:4]([CH:3]([OH:13])[CH2:2][F:1])[CH2:5][CH2:6][C:7]([NH2:9])=[O:8]. (2) Given the reactants [CH2:1]([O:3][C:4](=[O:34])[CH:5]([N:20]=C(C1C=CC=CC=1)C1C=CC=CC=1)[CH2:6][CH2:7][C:8]([C:10]1[CH:15]=[CH:14][C:13]([O:16][CH3:17])=[C:12]([CH3:18])[C:11]=1[CH3:19])=O)[CH3:2], predict the reaction product. The product is: [CH2:1]([O:3][C:4]([C@H:5]1[CH2:6][CH2:7][C@@H:8]([C:10]2[CH:15]=[CH:14][C:13]([O:16][CH3:17])=[C:12]([CH3:18])[C:11]=2[CH3:19])[NH:20]1)=[O:34])[CH3:2]. (3) Given the reactants I[C:2]1[CH:3]=[CH:4][C:5]([C:8]([F:11])([F:10])[F:9])=[N:6][CH:7]=1.Br[C:13]([F:20])([F:19])[C:14]([O:16][CH2:17][CH3:18])=[O:15].O.O.O.P([O-])([O-])(O)=O.[K+].[K+], predict the reaction product. The product is: [F:19][C:13]([F:20])([C:2]1[CH:7]=[N:6][C:5]([C:8]([F:11])([F:10])[F:9])=[CH:4][CH:3]=1)[C:14]([O:16][CH2:17][CH3:18])=[O:15]. (4) Given the reactants C([O:5][C:6]([C:8]1([O:11][C:12]2[C:17]([NH:18][CH:19]3[CH2:24][CH2:23][N:22](C(OC(C)(C)C)=O)[CH2:21][CH2:20]3)=[CH:16][C:15]([Cl:32])=[CH:14][N:13]=2)[CH2:10][CH2:9]1)=O)(C)(C)C.[F:33][C:34]([F:39])([F:38])[C:35]([OH:37])=[O:36], predict the reaction product. The product is: [F:33][C:34]([F:39])([F:38])[C:35]([OH:37])=[O:36].[Cl:32][C:15]1[CH:14]=[N:13][C:12]2[O:11][C:8]3([CH2:10][CH2:9]3)[C:6](=[O:5])[N:18]([CH:19]3[CH2:24][CH2:23][NH:22][CH2:21][CH2:20]3)[C:17]=2[CH:16]=1. (5) Given the reactants Br[CH2:2][CH:3]1[O:8][C:7]2[CH:9]=[C:10]([S:13]([C:16]([F:19])([F:18])[F:17])(=[O:15])=[O:14])[CH:11]=[CH:12][C:6]=2[CH2:5][O:4]1.[NH:20]1[CH2:24][CH2:23][CH2:22][CH2:21]1.C(=O)([O-])[O-].[K+].[K+], predict the reaction product. The product is: [F:17][C:16]([F:19])([F:18])[S:13]([C:10]1[CH:11]=[CH:12][C:6]2[CH2:5][O:4][CH:3]([CH2:2][N:20]3[CH2:24][CH2:23][CH2:22][CH2:21]3)[O:8][C:7]=2[CH:9]=1)(=[O:15])=[O:14]. (6) The product is: [CH2:23]([O:1][C:2]1[CH:10]=[C:9]2[C:5]([C:6]([C:13]#[N:14])=[CH:7][N:8]2[CH2:11][CH3:12])=[CH:4][CH:3]=1)[CH3:24]. Given the reactants [OH:1][C:2]1[CH:10]=[C:9]2[C:5]([C:6]([C:13]#[N:14])=[CH:7][N:8]2[CH2:11][CH3:12])=[CH:4][CH:3]=1.C([O-])([O-])=O.[K+].[K+].IC.[CH2:23](C(C)=O)[CH3:24], predict the reaction product. (7) Given the reactants CN1C(=O)[C:5](=O)[CH:4]([C:9](F)(F)F)N1.[CH:13]([N:16]1[C:20](=[O:21])[C:19](=[O:22])[CH:18]([C:23]([F:26])([F:25])[F:24])[NH:17]1)([CH3:15])[CH3:14].C(N1C(=O)C(=O)C(C(F)(F)F)N1)C.FC(F)(F)C1C(=O)C(=O)NN1, predict the reaction product. The product is: [C:13]1([N:16]2[C:20](=[O:21])[C:19](=[O:22])[CH:18]([C:23]([F:26])([F:25])[F:24])[NH:17]2)[CH:15]=[CH:9][CH:4]=[CH:5][CH:14]=1. (8) Given the reactants Br[C:2]1[C:3]([CH3:21])=[CH:4][C:5]([N+:18]([O-:20])=[O:19])=[C:6]([CH:17]=1)[NH:7][CH2:8][CH2:9][CH2:10][C:11]1[CH:16]=[CH:15][CH:14]=[CH:13][CH:12]=1.N#N.[CH2:24]([Sn](CCCC)(CCCC)CCCC)[CH:25]=[CH2:26], predict the reaction product. The product is: [CH2:26]([C:2]1[C:3]([CH3:21])=[CH:4][C:5]([N+:18]([O-:20])=[O:19])=[C:6]([CH:17]=1)[NH:7][CH2:8][CH2:9][CH2:10][C:11]1[CH:16]=[CH:15][CH:14]=[CH:13][CH:12]=1)[CH:25]=[CH2:24]. (9) Given the reactants C([N:8]1[CH2:14][C:13]([CH2:18][C:19]2[CH:24]=[CH:23][CH:22]=[CH:21][CH:20]=2)([N+:15]([O-])=O)[CH2:12][N:11](CC2C=CC=CC=2)[CH2:10][CH2:9]1)C1C=CC=CC=1.C([O-])=O.[NH4+], predict the reaction product. The product is: [CH2:18]([C:13]1([NH2:15])[CH2:14][NH:8][CH2:9][CH2:10][NH:11][CH2:12]1)[C:19]1[CH:20]=[CH:21][CH:22]=[CH:23][CH:24]=1.